From a dataset of Full USPTO retrosynthesis dataset with 1.9M reactions from patents (1976-2016). Predict the reactants needed to synthesize the given product. (1) Given the product [F:21][C:22]1[CH:30]=[CH:29][C:25]([CH2:26][N:27]([CH3:28])[CH2:6][CH2:7][C:8]2[CH:9]=[N:10][N:11]([C:13]3[CH:18]=[C:17]([C:19]#[N:20])[CH:16]=[CH:15][N:14]=3)[CH:12]=2)=[CH:24][CH:23]=1, predict the reactants needed to synthesize it. The reactants are: CS(O[CH2:6][CH2:7][C:8]1[CH:9]=[N:10][N:11]([C:13]2[CH:18]=[C:17]([C:19]#[N:20])[CH:16]=[CH:15][N:14]=2)[CH:12]=1)(=O)=O.[F:21][C:22]1[CH:30]=[CH:29][C:25]([CH2:26][NH:27][CH3:28])=[CH:24][CH:23]=1.C([O-])([O-])=O.[K+].[K+]. (2) Given the product [Cl:1][C:2]1[C:11]2[C:6](=[CH:7][CH:8]=[C:9]([S:12]([C:15]3([F:41])[CH2:20][CH2:19][O:18][CH2:17][CH2:16]3)(=[O:13])=[O:14])[CH:10]=2)[N:5]=[CH:4][CH:3]=1, predict the reactants needed to synthesize it. The reactants are: [Cl:1][C:2]1[C:11]2[C:6](=[CH:7][CH:8]=[C:9]([S:12]([CH:15]3[CH2:20][CH2:19][O:18][CH2:17][CH2:16]3)(=[O:14])=[O:13])[CH:10]=2)[N:5]=[CH:4][CH:3]=1.[Li+].C[Si]([N-][Si](C)(C)C)(C)C.C1C=CC(S(N(S(C2C=CC=CC=2)(=O)=O)[F:41])(=O)=O)=CC=1. (3) Given the product [CH3:27][N:28]([CH3:44])[C:29]1[N:30]=[CH:31][C:32]([C:2]2[CH:3]=[C:4]([NH:8][C:9]3[N:14]=[CH:13][N:12]=[C:11]([NH:15][C:16]4[CH:17]=[C:18]([S:22]([NH:25][CH3:26])(=[O:24])=[O:23])[CH:19]=[CH:20][CH:21]=4)[CH:10]=3)[CH:5]=[CH:6][CH:7]=2)=[CH:33][CH:34]=1, predict the reactants needed to synthesize it. The reactants are: Br[C:2]1[CH:3]=[C:4]([NH:8][C:9]2[N:14]=[CH:13][N:12]=[C:11]([NH:15][C:16]3[CH:17]=[C:18]([S:22]([NH:25][CH3:26])(=[O:24])=[O:23])[CH:19]=[CH:20][CH:21]=3)[CH:10]=2)[CH:5]=[CH:6][CH:7]=1.[CH3:27][N:28]([CH3:44])[C:29]1[CH:34]=[CH:33][C:32](B2OC(C)(C)C(C)(C)O2)=[CH:31][N:30]=1.[O-]P([O-])([O-])=O.[K+].[K+].[K+].O. (4) Given the product [Br:6][C:7]1[CH:15]=[CH:14][C:10]([C:11]([N:29]2[CH2:30][CH2:31][CH:26]([C:24](=[O:25])[C:21]3[CH:20]=[CH:19][C:18]([Cl:17])=[CH:23][CH:22]=3)[CH2:27][CH2:28]2)=[O:12])=[CH:9][CH:8]=1, predict the reactants needed to synthesize it. The reactants are: O1CCCC1.[Br:6][C:7]1[CH:15]=[CH:14][C:10]([C:11](Cl)=[O:12])=[CH:9][CH:8]=1.Cl.[Cl:17][C:18]1[CH:23]=[CH:22][C:21]([C:24]([CH:26]2[CH2:31][CH2:30][NH:29][CH2:28][CH2:27]2)=[O:25])=[CH:20][CH:19]=1.[OH-].[Na+]. (5) Given the product [C:15]([O:18][CH2:19][C:20]([CH3:50])([CH3:49])[CH2:21][N:22]1[C:28]2[CH:29]=[CH:30][C:31]([Cl:33])=[CH:32][C:27]=2[C@@H:26]([C:34]2[CH:39]=[CH:38][CH:37]=[C:36]([O:40][CH3:41])[C:35]=2[O:42][CH3:43])[O:25][C@H:24]([CH2:44][C:45]2[S:46][C:7]([C:8]([O:10][CH2:11][CH3:12])=[O:9])=[CH:13][N:47]=2)[C:23]1=[O:48])(=[O:17])[CH3:16], predict the reactants needed to synthesize it. The reactants are: C(O)(=O)C.[K].Cl[CH:7]([CH:13]=O)[C:8]([O:10][CH2:11][CH3:12])=[O:9].[C:15]([O:18][CH2:19][C:20]([CH3:50])([CH3:49])[CH2:21][N:22]1[C:28]2[CH:29]=[CH:30][C:31]([Cl:33])=[CH:32][C:27]=2[C@@H:26]([C:34]2[CH:39]=[CH:38][CH:37]=[C:36]([O:40][CH3:41])[C:35]=2[O:42][CH3:43])[O:25][C@H:24]([CH2:44][C:45]([NH2:47])=[S:46])[C:23]1=[O:48])(=[O:17])[CH3:16].O. (6) Given the product [CH2:1]([O:3][C:4]([C:6]1[N:14]([CH2:27][C:26]2[CH:29]=[CH:30][CH:31]=[CH:32][C:25]=2[F:24])[C:13]2[C:8](=[N:9][C:10]([CH3:15])=[CH:11][CH:12]=2)[C:7]=1[C:16]1[C:17]([O:22][CH3:23])=[N:18][CH:19]=[CH:20][CH:21]=1)=[O:5])[CH3:2], predict the reactants needed to synthesize it. The reactants are: [CH2:1]([O:3][C:4]([C:6]1[NH:14][C:13]2[C:8](=[N:9][C:10]([CH3:15])=[CH:11][CH:12]=2)[C:7]=1[C:16]1[C:17]([O:22][CH3:23])=[N:18][CH:19]=[CH:20][CH:21]=1)=[O:5])[CH3:2].[F:24][C:25]1[CH:32]=[CH:31][CH:30]=[CH:29][C:26]=1[CH2:27]Cl.C(=O)([O-])[O-].[Cs+].[Cs+]. (7) Given the product [CH2:1]([O:3][C:4](=[O:23])[CH2:5][O:6][C:7]1[CH:12]=[CH:11][C:10]([S:13][C:14]2[CH:19]=[CH:18][C:17]([CH2:20][O:21][C:25]3[CH:30]=[CH:29][C:28]([C:31]([F:34])([F:33])[F:32])=[CH:27][CH:26]=3)=[CH:16][CH:15]=2)=[CH:9][C:8]=1[CH3:22])[CH3:2], predict the reactants needed to synthesize it. The reactants are: [CH2:1]([O:3][C:4](=[O:23])[CH2:5][O:6][C:7]1[CH:12]=[CH:11][C:10]([S:13][C:14]2[CH:19]=[CH:18][C:17]([CH2:20][OH:21])=[CH:16][CH:15]=2)=[CH:9][C:8]=1[CH3:22])[CH3:2].O[C:25]1[CH:30]=[CH:29][C:28]([C:31]([F:34])([F:33])[F:32])=[CH:27][CH:26]=1.C([O-])([O-])=O.[K+].[K+]. (8) Given the product [F:1][C:2]1[CH:3]=[C:4]2[C:9](=[CH:10][CH:11]=1)[N:8]=[C:7]([O:12][CH3:13])[C:6]([NH:14][C:15]([N:30]1[CH2:29][CH2:28][N:27]([C:24]3[CH:23]=[CH:22][C:21]([F:20])=[CH:26][CH:25]=3)[CH2:32][CH2:31]1)=[O:19])=[N:5]2, predict the reactants needed to synthesize it. The reactants are: [F:1][C:2]1[CH:3]=[C:4]2[C:9](=[CH:10][CH:11]=1)[N:8]=[C:7]([O:12][CH3:13])[C:6]([NH:14][C:15](=[O:19])OCC)=[N:5]2.[F:20][C:21]1[CH:26]=[CH:25][C:24]([N:27]2[CH2:32][CH2:31][NH:30][CH2:29][CH2:28]2)=[CH:23][CH:22]=1. (9) Given the product [OH:32][CH:29]1[CH2:30][CH2:31][N:26]([C:23]2[CH:22]=[CH:21][C:20]([NH:19][C:12]([C:10]3[N:11]=[C:7]([C:1]4[CH:2]=[CH:3][CH:4]=[CH:5][CH:6]=4)[O:8][C:9]=3[C:15]([F:18])([F:17])[F:16])=[O:14])=[CH:25][N:24]=2)[CH2:27][CH2:28]1, predict the reactants needed to synthesize it. The reactants are: [C:1]1([C:7]2[O:8][C:9]([C:15]([F:18])([F:17])[F:16])=[C:10]([C:12]([OH:14])=O)[N:11]=2)[CH:6]=[CH:5][CH:4]=[CH:3][CH:2]=1.[NH2:19][C:20]1[CH:21]=[CH:22][C:23]([N:26]2[CH2:31][CH2:30][CH:29]([OH:32])[CH2:28][CH2:27]2)=[N:24][CH:25]=1.